From a dataset of Full USPTO retrosynthesis dataset with 1.9M reactions from patents (1976-2016). Predict the reactants needed to synthesize the given product. (1) The reactants are: C[O:2][C:3]([C:5]1[N:6]=[C:7]([CH:11]([NH:14][C:15]([C:17]2[C:18]3[CH:25]=[N:24][N:23]([C:26]4[CH:31]=[CH:30][C:29]([F:32])=[CH:28][CH:27]=4)[C:19]=3[CH:20]=[N:21][CH:22]=2)=[O:16])[CH2:12][CH3:13])[O:8][C:9]=1[CH3:10])=O.[CH3:33][NH2:34].C(O)C. Given the product [CH3:10][C:9]1[O:8][C:7]([CH:11]([NH:14][C:15]([C:17]2[C:18]3[CH:25]=[N:24][N:23]([C:26]4[CH:27]=[CH:28][C:29]([F:32])=[CH:30][CH:31]=4)[C:19]=3[CH:20]=[N:21][CH:22]=2)=[O:16])[CH2:12][CH3:13])=[N:6][C:5]=1[C:3](=[O:2])[NH:34][CH3:33], predict the reactants needed to synthesize it. (2) Given the product [CH2:24]([C:21]1[CH:22]=[N:23][C:18]([N:15]2[CH2:16][CH2:17][CH:12]([N:7]3[C:8]4[C:4](=[CH:3][C:2]([C:33]5[CH:32]=[CH:31][C:28]([C:29]#[N:30])=[C:27]([F:26])[CH:34]=5)=[C:10]([F:11])[CH:9]=4)[CH:5]=[CH:6]3)[CH2:13][CH2:14]2)=[N:19][CH:20]=1)[CH3:25], predict the reactants needed to synthesize it. The reactants are: Br[C:2]1[CH:3]=[C:4]2[C:8](=[CH:9][C:10]=1[F:11])[N:7]([CH:12]1[CH2:17][CH2:16][N:15]([C:18]3[N:23]=[CH:22][C:21]([CH2:24][CH3:25])=[CH:20][N:19]=3)[CH2:14][CH2:13]1)[CH:6]=[CH:5]2.[F:26][C:27]1[CH:34]=[C:33](B2OC(C)(C)C(C)(C)O2)[CH:32]=[CH:31][C:28]=1[C:29]#[N:30]. (3) Given the product [Cl:1][C:2]1[C:9]([CH3:10])=[C:8]([NH:12][C@H:13]([C@H:14]([OH:15])[CH3:16])[C:17]([OH:19])=[O:18])[CH:7]=[CH:6][C:3]=1[C:4]#[N:5], predict the reactants needed to synthesize it. The reactants are: [Cl:1][C:2]1[C:9]([CH3:10])=[C:8](F)[CH:7]=[CH:6][C:3]=1[C:4]#[N:5].[NH2:12][C@@H:13]([C:17]([OH:19])=[O:18])[C@@H:14]([CH3:16])[OH:15].C([O-])([O-])=O.[K+].[K+].C(O)(=O)CC(CC(O)=O)(C(O)=O)O. (4) Given the product [CH2:1]([O:4][N:5]([C@H:18]1[CH2:23][NH:22][C@H:21]([C:31]([NH2:32])=[O:33])[C:20]([CH3:34])=[C:19]1[CH3:35])[S:6]([C:9]1[CH:14]=[CH:13][CH:12]=[CH:11][C:10]=1[N+:15]([O-:17])=[O:16])(=[O:8])=[O:7])[CH:2]=[CH2:3], predict the reactants needed to synthesize it. The reactants are: [CH2:1]([O:4][N:5]([C@H:18]1[CH2:23][N:22](C(OC(C)(C)C)=O)[C@H:21]([C:31](=[O:33])[NH2:32])[C:20]([CH3:34])=[C:19]1[CH3:35])[S:6]([C:9]1[CH:14]=[CH:13][CH:12]=[CH:11][C:10]=1[N+:15]([O-:17])=[O:16])(=[O:8])=[O:7])[CH:2]=[CH2:3].C(ON([C@H]1CN[C@H](C(N)=O)C=C1C)S(C1C=CC=CC=1[N+]([O-])=O)(=O)=O)C=C. (5) Given the product [F:1][C:2]1[CH:7]=[C:6]([O:8][C@H:9]2[CH2:14][CH2:13][CH2:12][CH2:11][C@@H:10]2[C:15]2[N:19]([CH3:20])[N:18]=[CH:17][CH:16]=2)[C:5]([F:21])=[CH:4][C:3]=1[S:22]([NH:25][C:33]1[N:34]=[CH:35][S:36][CH:37]=1)(=[O:23])=[O:24], predict the reactants needed to synthesize it. The reactants are: [F:1][C:2]1[CH:7]=[C:6]([O:8][C@H:9]2[CH2:14][CH2:13][CH2:12][CH2:11][C@@H:10]2[C:15]2[N:19]([CH3:20])[N:18]=[CH:17][CH:16]=2)[C:5]([F:21])=[CH:4][C:3]=1[S:22]([N:25]([C:33]1[N:34]=[CH:35][S:36][CH:37]=1)C(=O)OC(C)(C)C)(=[O:24])=[O:23].FC(F)(F)C(O)=O. (6) Given the product [F:31][C:32]1[CH:37]=[CH:36][C:35]([C:25]2[CH:24]=[CH:23][C:22]([O:21][CH:14]([C:11]3[CH:12]=[CH:13][C:8]([C:7]([NH:6][CH2:5][CH2:4][C:3]([OH:30])=[O:2])=[O:29])=[CH:9][CH:10]=3)[CH2:15][CH2:16][CH2:17][CH2:18][CH2:19][CH3:20])=[CH:27][CH:26]=2)=[C:34]([CH3:41])[CH:33]=1, predict the reactants needed to synthesize it. The reactants are: C[O:2][C:3](=[O:30])[CH2:4][CH2:5][NH:6][C:7](=[O:29])[C:8]1[CH:13]=[CH:12][C:11]([CH:14]([O:21][C:22]2[CH:27]=[CH:26][C:25](Br)=[CH:24][CH:23]=2)[CH2:15][CH2:16][CH2:17][CH2:18][CH2:19][CH3:20])=[CH:10][CH:9]=1.[F:31][C:32]1[CH:37]=[CH:36][C:35](B(O)O)=[C:34]([CH3:41])[CH:33]=1. (7) Given the product [CH3:14][C:12]1[N:13]=[C:9]([N:1]2[CH:6]=[CH:5][CH:4]=[CH:3][C:2]2=[O:7])[S:10][C:11]=1[C:15]([NH:17][CH2:18][C:19]1[CH:20]=[N:21][CH:22]=[CH:23][CH:24]=1)=[O:16], predict the reactants needed to synthesize it. The reactants are: [NH:1]1[CH:6]=[CH:5][CH:4]=[CH:3][C:2]1=[O:7].Br[C:9]1[S:10][C:11]([C:15]([NH:17][CH2:18][C:19]2[CH:20]=[N:21][CH:22]=[CH:23][CH:24]=2)=[O:16])=[C:12]([CH3:14])[N:13]=1. (8) Given the product [NH2:29][C:27]1[N:26]=[CH:25][N:24]=[C:23]2[N:22]([CH:30]3[CH2:35][CH2:34][N:33]([CH:36]4[CH2:41][CH2:40][N:39]([CH3:42])[CH2:38][CH2:37]4)[CH2:32][CH2:31]3)[N:21]=[C:20]([C:17]3[CH:18]=[CH:19][C:14]([NH:13][C:10]([C@@H:8]4[CH2:9][C@H:7]4[C:1]4[CH:6]=[CH:5][CH:4]=[CH:3][CH:2]=4)=[O:11])=[C:15]([O:43][CH3:44])[CH:16]=3)[C:28]=12, predict the reactants needed to synthesize it. The reactants are: [C:1]1([C@@H:7]2[CH2:9][C@H:8]2[C:10](Cl)=[O:11])[CH:6]=[CH:5][CH:4]=[CH:3][CH:2]=1.[NH2:13][C:14]1[CH:19]=[CH:18][C:17]([C:20]2[C:28]3[C:23](=[N:24][CH:25]=[N:26][C:27]=3[NH2:29])[N:22]([CH:30]3[CH2:35][CH2:34][N:33]([CH:36]4[CH2:41][CH2:40][N:39]([CH3:42])[CH2:38][CH2:37]4)[CH2:32][CH2:31]3)[N:21]=2)=[CH:16][C:15]=1[O:43][CH3:44]. (9) Given the product [CH3:1][C:2]1[CH:3]=[C:4]([CH3:5])[N:10]([C:11]2[NH:12][NH:13][C:11]([N:10]3[C:4]([CH3:5])=[CH:3][C:2]([CH3:1])=[N:9]3)=[N:12][N:15]=2)[N:9]=1, predict the reactants needed to synthesize it. The reactants are: [CH3:1][C:2](=O)[CH2:3][C:4](=O)[CH3:5].Cl.[NH2:9][N:10]=[C:11]([NH2:15])[N:12](N)[NH2:13].